Predict which catalyst facilitates the given reaction. From a dataset of Catalyst prediction with 721,799 reactions and 888 catalyst types from USPTO. Reactant: [Br:1][C:2]1[CH:3]=[C:4]([C:8]2[C:9]3[N:10]([C:33]([CH2:36][CH3:37])=[CH:34][CH:35]=3)[N:11]=[C:12]([CH2:22][O:23][CH2:24][CH2:25][O:26]C3CCCCO3)[C:13]=2[CH2:14][CH2:15][CH2:16][C:17]([O:19][CH2:20][CH3:21])=[O:18])[CH:5]=[N:6][CH:7]=1.C1(C)C=CC(S([O-])(=O)=O)=CC=1.[NH+]1C=CC=CC=1. Product: [Br:1][C:2]1[CH:3]=[C:4]([C:8]2[C:9]3[N:10]([C:33]([CH2:36][CH3:37])=[CH:34][CH:35]=3)[N:11]=[C:12]([CH2:22][O:23][CH2:24][CH2:25][OH:26])[C:13]=2[CH2:14][CH2:15][CH2:16][C:17]([O:19][CH2:20][CH3:21])=[O:18])[CH:5]=[N:6][CH:7]=1. The catalyst class is: 5.